This data is from Peptide-MHC class II binding affinity with 134,281 pairs from IEDB. The task is: Regression. Given a peptide amino acid sequence and an MHC pseudo amino acid sequence, predict their binding affinity value. This is MHC class II binding data. The peptide sequence is EKKYFAATQFEPAAA. The MHC is HLA-DPA10103-DPB10401 with pseudo-sequence HLA-DPA10103-DPB10401. The binding affinity (normalized) is 0.963.